Dataset: NCI-60 drug combinations with 297,098 pairs across 59 cell lines. Task: Regression. Given two drug SMILES strings and cell line genomic features, predict the synergy score measuring deviation from expected non-interaction effect. (1) Drug 1: C1CC(=O)NC(=O)C1N2CC3=C(C2=O)C=CC=C3N. Drug 2: CC1CCCC2(C(O2)CC(NC(=O)CC(C(C(=O)C(C1O)C)(C)C)O)C(=CC3=CSC(=N3)C)C)C. Cell line: T-47D. Synergy scores: CSS=3.21, Synergy_ZIP=-1.29, Synergy_Bliss=0.511, Synergy_Loewe=1.17, Synergy_HSA=1.22. (2) Drug 1: C1=C(C(=O)NC(=O)N1)N(CCCl)CCCl. Drug 2: C1C(C(OC1N2C=NC3=C2NC=NCC3O)CO)O. Cell line: EKVX. Synergy scores: CSS=13.4, Synergy_ZIP=-4.30, Synergy_Bliss=-2.75, Synergy_Loewe=-7.11, Synergy_HSA=-2.25.